This data is from Forward reaction prediction with 1.9M reactions from USPTO patents (1976-2016). The task is: Predict the product of the given reaction. (1) Given the reactants [CH3:1][C:2]1[CH2:7][CH2:6][C@@H:5]([C:8]([CH3:10])=[CH2:9])[CH2:4][CH:3]=1.B1([O-])OO1.[OH2:15].[OH2:16].O.O.[Na+].C(OC(=O)C)(=O)C, predict the reaction product. The product is: [CH3:1][C:2]12[O:15][CH:7]1[CH2:6][CH:5]([C:8]1([CH3:10])[O:16][CH2:9]1)[CH2:4][CH2:3]2. (2) The product is: [CH3:3][N:4]1[C:9]2=[CH:10][N:11]([CH2:23][O:22][CH2:21][CH2:20][Si:17]([CH3:19])([CH3:18])[CH3:16])[CH:12]=[C:8]2[C:7](=[O:13])[N:6]([CH3:14])[C:5]1=[O:15]. Given the reactants [H-].[Na+].[CH3:3][N:4]1[C:9]2=[CH:10][NH:11][CH:12]=[C:8]2[C:7](=[O:13])[N:6]([CH3:14])[C:5]1=[O:15].[CH3:16][Si:17]([CH2:20][CH2:21][O:22][CH2:23]Cl)([CH3:19])[CH3:18], predict the reaction product. (3) Given the reactants [Cl:1][C:2]1[CH:14]=[N:13][C:5]2[NH:6][C:7]3[CH2:12][CH2:11][NH:10][CH2:9][C:8]=3[C:4]=2[CH:3]=1.CCN(C(C)C)C(C)C.[C:24]([C:26]1[CH:31]=[CH:30][C:29]([N:32]=[C:33]=[O:34])=[CH:28][CH:27]=1)#[N:25].Cl.CCOCC, predict the reaction product. The product is: [ClH:1].[C:24]([C:26]1[CH:27]=[CH:28][C:29]([NH:32][C:33]([N:10]2[CH2:11][CH2:12][C:7]3[NH:6][C:5]4[N:13]=[CH:14][C:2]([Cl:1])=[CH:3][C:4]=4[C:8]=3[CH2:9]2)=[O:34])=[CH:30][CH:31]=1)#[N:25]. (4) Given the reactants [Cl:1][C:2]1[CH:7]=[CH:6][C:5]([C:8]2[CH:12]=[CH:11][NH:10][C:9]=2[C:13]([O:15]CC)=[O:14])=[CH:4][CH:3]=1.[OH-].[Na+].OS([O-])(=O)=O.[K+], predict the reaction product. The product is: [Cl:1][C:2]1[CH:7]=[CH:6][C:5]([C:8]2[CH:12]=[CH:11][NH:10][C:9]=2[C:13]([OH:15])=[O:14])=[CH:4][CH:3]=1. (5) Given the reactants [CH3:1][O:2][C:3]([C@@H:5]([N:13]1[CH2:21][C:17]2[CH:18]=[CH:19][S:20][C:16]=2[CH2:15][CH2:14]1)[C:6]1[CH:7]=[CH:8][CH:9]=[CH:10][C:11]=1[Cl:12])=[O:4].[S:22](=[O:26])(=[O:25])([OH:24])[OH:23].COC(C)(C)C, predict the reaction product. The product is: [CH3:1][O:2][C:3]([C@@H:5]([N:13]1[CH2:21][C:17]2[CH:18]=[CH:19][S:20][C:16]=2[CH2:15][CH2:14]1)[C:6]1[C:11]([Cl:12])=[CH:10][CH:9]=[CH:8][CH:7]=1)=[O:4].[OH:25][S:22]([OH:26])(=[O:24])=[O:23]. (6) Given the reactants Cl[C:2]1[CH:7]=[CH:6][N:5]=[C:4]2[NH:8][CH:9]=[CH:10][C:3]=12.[F:11][C:12]1[CH:18]=[C:17]([OH:19])[CH:16]=[CH:15][C:13]=1[NH2:14].[OH-].[K+], predict the reaction product. The product is: [F:11][C:12]1[CH:18]=[C:17]([O:19][C:2]2[CH:7]=[CH:6][N:5]=[C:4]3[NH:8][CH:9]=[CH:10][C:3]=23)[CH:16]=[CH:15][C:13]=1[NH2:14]. (7) The product is: [F:1][C:2]1[CH:3]=[CH:4][C:5]([CH2:6][NH:7][C:8]2[C:13]([C:14]([OH:16])=[O:15])=[N:12][CH:11]=[CH:10][N:9]=2)=[CH:18][CH:19]=1. Given the reactants [F:1][C:2]1[CH:19]=[CH:18][C:5]([CH2:6][NH:7][C:8]2[C:13]([C:14]([O:16]C)=[O:15])=[N:12][CH:11]=[CH:10][N:9]=2)=[CH:4][CH:3]=1.[OH-].[Na+], predict the reaction product. (8) Given the reactants [OH:1][C@H:2]([CH3:20])[C@H:3]([NH:12]C(=O)OC(C)(C)C)[C:4]([N:6]1[CH2:11][CH2:10][O:9][CH2:8][CH2:7]1)=[O:5].[ClH:21], predict the reaction product. The product is: [Cl-:21].[OH:1][C@H:2]([CH3:20])[C@H:3]([NH3+:12])[C:4]([N:6]1[CH2:7][CH2:8][O:9][CH2:10][CH2:11]1)=[O:5]. (9) Given the reactants [CH:1]1[C:13]2[NH:12][C:11]3[C:6](=[CH:7][CH:8]=[CH:9][CH:10]=3)[C:5]=2[CH:4]=[CH:3][CH:2]=1.[N+](C)([O-])=O.[C:18](Cl)([CH3:21])([CH3:20])[CH3:19], predict the reaction product. The product is: [C:18]([C:3]1[CH:2]=[CH:1][C:13]2[NH:12][C:11]3[C:6]([C:5]=2[CH:4]=1)=[CH:7][C:8]([C:5]([CH3:6])([CH3:13])[CH3:4])=[CH:9][CH:10]=3)([CH3:21])([CH3:20])[CH3:19].